From a dataset of Catalyst prediction with 721,799 reactions and 888 catalyst types from USPTO. Predict which catalyst facilitates the given reaction. (1) Reactant: [F:1][C:2]([F:33])([F:32])[C:3]1([CH2:7][N:8]2[CH2:13][CH2:12][CH:11]([CH2:14][NH:15][C:16]3[CH:21]=[CH:20][C:19]([C:22]4[CH:27]=[CH:26][C:25]([C:28]([O:30]C)=[O:29])=[CH:24][CH:23]=4)=[CH:18][CH:17]=3)[CH2:10][CH2:9]2)[CH2:6][CH2:5][CH2:4]1.O[Li].O. Product: [F:33][C:2]([F:1])([F:32])[C:3]1([CH2:7][N:8]2[CH2:13][CH2:12][CH:11]([CH2:14][NH:15][C:16]3[CH:21]=[CH:20][C:19]([C:22]4[CH:23]=[CH:24][C:25]([C:28]([OH:30])=[O:29])=[CH:26][CH:27]=4)=[CH:18][CH:17]=3)[CH2:10][CH2:9]2)[CH2:6][CH2:5][CH2:4]1. The catalyst class is: 1. (2) Reactant: [NH2:1][C:2]1[CH:3]=[N:4][CH:5]=[CH:6][C:7]=1[CH:8]=O.[NH2:10][CH2:11][CH2:12][N:13]1[CH2:17][CH2:16][NH:15][C:14]1=[O:18].CC(O)=O.[BH-](OC(C)=O)(OC(C)=O)OC(C)=O.[Na+].C([O-])([O-])=O.[Na+].[Na+].[C:43]([O:47][C:48](O[C:48]([O:47][C:43]([CH3:46])([CH3:45])[CH3:44])=[O:49])=[O:49])([CH3:46])([CH3:45])[CH3:44]. Product: [NH2:1][C:2]1[CH:3]=[N:4][CH:5]=[CH:6][C:7]=1[CH2:8][N:10]([CH2:11][CH2:12][N:13]1[CH2:17][CH2:16][NH:15][C:14]1=[O:18])[C:48](=[O:49])[O:47][C:43]([CH3:46])([CH3:45])[CH3:44]. The catalyst class is: 34. (3) Reactant: C(OC(=O)[CH2:5][O:6][C@H:7]1[CH2:12][CH2:11][C@H:10]([N:13]2[C:18](=[O:19])[C:17]([CH2:20][C:21]3[CH:26]=[CH:25][C:24]([C:27]4[CH:32]=[CH:31][CH:30]=[CH:29][C:28]=4[C:33]#[N:34])=[C:23]([F:35])[CH:22]=3)=[C:16]([CH2:36][CH2:37][CH3:38])[N:15]3[N:39]=[CH:40][CH:41]=[C:14]23)[CH2:9][CH2:8]1)C.[CH3:43][Mg]Br.C([O:49][CH2:50][CH3:51])(=O)C. Product: [F:35][C:23]1[CH:22]=[C:21]([CH2:20][C:17]2[C:18](=[O:19])[N:13]([C@H:10]3[CH2:11][CH2:12][C@H:7]([O:6][CH2:5][C:50]([OH:49])([CH3:51])[CH3:43])[CH2:8][CH2:9]3)[C:14]3[N:15]([N:39]=[CH:40][CH:41]=3)[C:16]=2[CH2:36][CH2:37][CH3:38])[CH:26]=[CH:25][C:24]=1[C:27]1[C:28]([C:33]#[N:34])=[CH:29][CH:30]=[CH:31][CH:32]=1. The catalyst class is: 7. (4) Reactant: Cl[C:2]1[C:7]2[C:8](=[O:20])[N:9]([C:13]3[CH:18]=[CH:17][C:16]([I:19])=[CH:15][CH:14]=3)[CH2:10][CH2:11][O:12][C:6]=2[N:5]=[CH:4][N:3]=1.CO.C(Cl)(Cl)Cl.[NH3:27]. Product: [NH2:27][C:2]1[C:7]2[C:8](=[O:20])[N:9]([C:13]3[CH:18]=[CH:17][C:16]([I:19])=[CH:15][CH:14]=3)[CH2:10][CH2:11][O:12][C:6]=2[N:5]=[CH:4][N:3]=1. The catalyst class is: 12.